Dataset: Full USPTO retrosynthesis dataset with 1.9M reactions from patents (1976-2016). Task: Predict the reactants needed to synthesize the given product. Given the product [F:16][C:13]1[CH:14]=[CH:15][C:10]([CH2:9][NH:8][C:6]2[CH:5]=[N:4][CH:3]=[C:2]([N:17]3[CH:21]=[CH:20][N:19]=[CH:18]3)[N:7]=2)=[CH:11][CH:12]=1, predict the reactants needed to synthesize it. The reactants are: Cl[C:2]1[N:7]=[C:6]([NH:8][CH2:9][C:10]2[CH:15]=[CH:14][C:13]([F:16])=[CH:12][CH:11]=2)[CH:5]=[N:4][CH:3]=1.[NH:17]1[CH:21]=[CH:20][N:19]=[CH:18]1.